From a dataset of Reaction yield outcomes from USPTO patents with 853,638 reactions. Predict the reaction yield, written as a fraction of the theoretical maximum amount of product (1.0 means a 100% yield; for example, 0.34 means a 34% yield). (1) The catalyst is C(#N)CC.CCOC(C)=O. The yield is 0.680. The reactants are Br[C:2]1[C:7]([N+:8]([O-:10])=[O:9])=[CH:6][C:5]([Br:11])=[CH:4][N:3]=1.[C:12]([Cu])#[N:13]. The product is [Br:11][C:5]1[CH:6]=[C:7]([N+:8]([O-:10])=[O:9])[C:2]([C:12]#[N:13])=[N:3][CH:4]=1. (2) The reactants are [CH2:1]([N:3]1[CH2:12][CH:11]([C:13]2[CH:18]=[CH:17][C:16]([O:19][CH3:20])=[CH:15][CH:14]=2)[C:10]2[C:5](=[CH:6][C:7]([O:21][CH2:22][CH2:23][CH2:24]O)=[CH:8][CH:9]=2)[CH2:4]1)[CH3:2].COC1C=CC([CH:34]2[C:43]3[C:38](=CC(OCCCO)=CC=3)[CH2:37][NH:36][CH2:35]2)=CC=1.C(=O)C.C(O)(=O)C.[BH-](OC(C)=O)(OC(C)=O)OC(C)=O.[Na+]. The catalyst is ClCCCl.[OH-].[Na+]. The product is [CH2:1]([N:3]1[CH2:12][CH:11]([C:13]2[CH:14]=[CH:15][C:16]([O:19][CH3:20])=[CH:17][CH:18]=2)[C:10]2[C:5](=[CH:6][C:7]([O:21][CH2:22][CH2:23][CH2:24][N:36]3[CH2:37][CH2:38][CH2:43][CH2:34][CH2:35]3)=[CH:8][CH:9]=2)[CH2:4]1)[CH3:2]. The yield is 0.150. (3) The reactants are [C:1]([O:5][C:6]([N:8]1[CH2:13][CH2:12][CH:11]([N:14]2[C@H:18]([C:19]3[CH:24]=[CH:23][CH:22]=[CH:21][CH:20]=3)[CH2:17][NH:16][C:15]2=[O:25])[CH2:10][CH2:9]1)=[O:7])([CH3:4])([CH3:3])[CH3:2].[H-].[Na+].[CH3:28][N:29]=[C:30]=[O:31]. The catalyst is C1COCC1. The product is [C:1]([O:5][C:6]([N:8]1[CH2:9][CH2:10][CH:11]([N:14]2[C@H:18]([C:19]3[CH:20]=[CH:21][CH:22]=[CH:23][CH:24]=3)[CH2:17][N:16]([C:30](=[O:31])[NH:29][CH3:28])[C:15]2=[O:25])[CH2:12][CH2:13]1)=[O:7])([CH3:4])([CH3:2])[CH3:3]. The yield is 0.540. (4) The reactants are [CH3:1][N:2]([CH3:23])[C:3]1[CH:8]=[C:7]([NH:9][C:10]2[CH:15]=[CH:14][C:13]([CH3:16])=[CH:12][CH:11]=2)[N:6]=[C:5]([N:17]2[CH2:22][CH2:21][NH:20][CH2:19][CH2:18]2)[N:4]=1.Cl[CH2:25][C:26]1[CH:31]=[CH:30][CH:29]=[CH:28][C:27]=1[O:32][CH3:33].C(N(CC)CC)C.C([O-])(O)=O.[Na+]. The catalyst is CN(C=O)C. The product is [CH3:33][O:32][C:27]1[CH:28]=[CH:29][CH:30]=[CH:31][C:26]=1[CH2:25][N:20]1[CH2:19][CH2:18][N:17]([C:5]2[N:4]=[C:3]([N:2]([CH3:1])[CH3:23])[CH:8]=[C:7]([NH:9][C:10]3[CH:11]=[CH:12][C:13]([CH3:16])=[CH:14][CH:15]=3)[N:6]=2)[CH2:22][CH2:21]1. The yield is 0.270.